Dataset: Full USPTO retrosynthesis dataset with 1.9M reactions from patents (1976-2016). Task: Predict the reactants needed to synthesize the given product. (1) Given the product [CH3:1][O:2][C:3]1[C:8]([C:9](=[O:16])[CH2:10][C:11]([O:13][CH2:14][CH3:15])=[O:12])=[CH:7][CH:6]=[C:5]([O:19][CH3:20])[N:4]=1, predict the reactants needed to synthesize it. The reactants are: [CH3:1][O:2][C:3]1[C:8]([C:9]([O:16]CC)=[CH:10][C:11]([O:13][CH2:14][CH3:15])=[O:12])=[CH:7][CH:6]=[C:5]([O:19][CH3:20])[N:4]=1.Cl.C(=O)(O)[O-].[Na+]. (2) The reactants are: C([O:4][CH2:5][C:6](=[O:29])[C@:7]1([CH3:28])[C@:23]2([CH3:24])[CH:10]([CH:11]3[C:20](=[CH:21][CH2:22]2)[C@:19]2([CH3:25])[C:14](=[CH:15][C:16](=[O:26])[CH2:17][CH2:18]2)[CH2:13][CH2:12]3)[CH2:9][C@H:8]1[CH3:27])(=O)C.C[O-].[Na+]. Given the product [OH:4][CH2:5][C:6]([C@:7]1([CH3:28])[C@:23]2([CH3:24])[CH:10]([CH:11]3[C:20](=[CH:21][CH2:22]2)[C@:19]2([CH3:25])[C:14](=[CH:15][C:16](=[O:26])[CH2:17][CH2:18]2)[CH2:13][CH2:12]3)[CH2:9][C@H:8]1[CH3:27])=[O:29], predict the reactants needed to synthesize it. (3) Given the product [C:1]([C:4]1[C:5]([O:23][CH3:24])=[C:6]([CH:12]2[O:22][C:15](=[O:16])[NH:14][CH2:13]2)[C:7]([CH3:11])=[C:8]([Cl:10])[CH:9]=1)(=[O:3])[CH3:2], predict the reactants needed to synthesize it. The reactants are: [C:1]([C:4]1[C:5]([O:23][CH3:24])=[C:6]([CH:12]([OH:22])[CH2:13][NH:14][C:15](=O)[O:16]C(C)(C)C)[C:7]([CH3:11])=[C:8]([Cl:10])[CH:9]=1)(=[O:3])[CH3:2].C(N(CC)C(C)C)(C)C.C1N=CN(C(N2C=NC=C2)=O)C=1. (4) Given the product [F:23][C:22]([F:25])([F:24])[S:19]([O:12][C:3]1[C:2]([CH3:1])=[CH:7][C:6]([N+:8]([O-:10])=[O:9])=[CH:5][C:4]=1[CH3:11])(=[O:21])=[O:20], predict the reactants needed to synthesize it. The reactants are: [CH3:1][C:2]1[CH:7]=[C:6]([N+:8]([O-:10])=[O:9])[CH:5]=[C:4]([CH3:11])[C:3]=1[OH:12].N1C=CC=CC=1.[S:19](O[S:19]([C:22]([F:25])([F:24])[F:23])(=[O:21])=[O:20])([C:22]([F:25])([F:24])[F:23])(=[O:21])=[O:20]. (5) Given the product [Cl:1][C:2]1[CH:3]=[CH:4][C:5](/[C:8](/[Sn:23]([CH2:24][CH2:25][CH2:26][CH3:27])([CH2:28][CH2:29][CH2:30][CH3:31])[CH2:19][CH2:20][CH2:21][CH3:22])=[CH:9]\[CH2:10][NH:11][C:12](=[O:18])[O:13][C:14]([CH3:15])([CH3:17])[CH3:16])=[CH:6][CH:7]=1, predict the reactants needed to synthesize it. The reactants are: [Cl:1][C:2]1[CH:7]=[CH:6][C:5]([C:8]#[C:9][CH2:10][NH:11][C:12](=[O:18])[O:13][C:14]([CH3:17])([CH3:16])[CH3:15])=[CH:4][CH:3]=1.[CH2:19]([SnH:23]([CH2:28][CH2:29][CH2:30][CH3:31])[CH2:24][CH2:25][CH2:26][CH3:27])[CH2:20][CH2:21][CH3:22]. (6) Given the product [CH3:26][CH:17]1[CH2:16][CH:15]([C:13]([C:9]2[S:8][CH:12]=[CH:11][N:10]=2)=[O:14])[CH2:20][CH2:19][CH:18]1[C:21]([O:23][CH2:24][CH3:25])=[O:22], predict the reactants needed to synthesize it. The reactants are: C([Mg]Cl)(C)C.[Li+].[Cl-].[S:8]1[CH:12]=[CH:11][N:10]=[CH:9]1.[CH:13]([CH:15]1[CH2:20][CH2:19][CH:18]([C:21]([O:23][CH2:24][CH3:25])=[O:22])[CH:17]([CH3:26])[CH2:16]1)=[O:14].CC(OI1(OC(C)=O)(OC(C)=O)OC(=O)C2C=CC=CC1=2)=O. (7) Given the product [Cl:5][C:6]1[CH:7]=[C:8]([N:9]2[N:1]=[C:25]([CH:26]=[CH:27][C:28]3[CH:33]=[CH:32][CH:31]=[CH:30][CH:29]=3)[NH:24][NH:23]2)[CH:10]=[CH:11][CH:12]=1, predict the reactants needed to synthesize it. The reactants are: [N:1]([O-])=O.[Na+].[Cl:5][C:6]1[CH:7]=[C:8]([CH:10]=[CH:11][CH:12]=1)[NH2:9].S([NH:23][N:24]=[CH:25][CH:26]=[CH:27][C:28]1[CH:33]=[CH:32][CH:31]=[CH:30][CH:29]=1)(C1C=CC(C)=CC=1)(=O)=O.